Dataset: Forward reaction prediction with 1.9M reactions from USPTO patents (1976-2016). Task: Predict the product of the given reaction. (1) Given the reactants [F:1][C:2]1[CH:10]=[C:9]2[C:5]([CH:6]=[CH:7][NH:8]2)=[CH:4][CH:3]=1.[Li+].CCC[CH2-].[Cl-].[CH:17]([SiH:20]([CH:24]([CH3:26])[CH3:25])[CH:21]([CH3:23])[CH3:22])([CH3:19])[CH3:18].O, predict the reaction product. The product is: [F:1][C:2]1[CH:10]=[C:9]2[C:5]([CH:6]=[CH:7][N:8]2[Si:20]([CH:24]([CH3:26])[CH3:25])([CH:21]([CH3:23])[CH3:22])[CH:17]([CH3:19])[CH3:18])=[CH:4][CH:3]=1. (2) Given the reactants Cl[CH2:2][C:3]1[CH:19]=[CH:18][C:6]([O:7][C:8]2[S:9][C:10]3[CH:16]=[C:15]([F:17])[CH:14]=[CH:13][C:11]=3[N:12]=2)=[CH:5][CH:4]=1.Cl.[CH2:21]1[CH:25]2[CH2:26][NH:27][CH2:28][CH:24]2[CH2:23][N:22]1[C:29]([NH2:31])=[O:30].C([O-])([O-])=O.[Cs+].[Cs+], predict the reaction product. The product is: [F:17][C:15]1[CH:14]=[CH:13][C:11]2[N:12]=[C:8]([O:7][C:6]3[CH:18]=[CH:19][C:3]([CH2:2][N:27]4[CH2:26][CH:25]5[CH2:21][N:22]([C:29]([NH2:31])=[O:30])[CH2:23][CH:24]5[CH2:28]4)=[CH:4][CH:5]=3)[S:9][C:10]=2[CH:16]=1. (3) Given the reactants [CH3:1][O:2][C:3]1[C:4](=[O:25])[C:5]([CH3:24])=[C:6]([CH2:12][C:13]2[CH:18]=[CH:17][C:16]([CH2:19][CH2:20][C:21](O)=[O:22])=[CH:15][CH:14]=2)[C:7](=[O:11])[C:8]=1[O:9][CH3:10].Cl.[CH3:27][NH:28][CH3:29].C(N(CC)CC)C, predict the reaction product. The product is: [CH3:1][O:2][C:3]1[C:4](=[O:25])[C:5]([CH3:24])=[C:6]([CH2:12][C:13]2[CH:18]=[CH:17][C:16]([CH2:19][CH2:20][C:21]([N:28]([CH3:29])[CH3:27])=[O:22])=[CH:15][CH:14]=2)[C:7](=[O:11])[C:8]=1[O:9][CH3:10]. (4) Given the reactants [CH:1]1([C:5]2[NH:9][C:8]3[CH:10]=[CH:11][CH:12]=[CH:13][C:7]=3[N:6]=2)[CH2:4][CH2:3][CH2:2]1.Br[CH2:15][C:16]1[CH:35]=[CH:34][C:19]2/[C:20](=[C:30](/[CH3:33])\[C:31]#[N:32])/[C:21]3[CH:28]=[CH:27][C:26]([F:29])=[CH:25][C:22]=3[O:23][CH2:24][C:18]=2[CH:17]=1, predict the reaction product. The product is: [CH:1]1([C:5]2[N:6]([CH2:15][C:16]3[CH:35]=[CH:34][C:19]4/[C:20](=[C:30](/[CH3:33])\[C:31]#[N:32])/[C:21]5[CH:28]=[CH:27][C:26]([F:29])=[CH:25][C:22]=5[O:23][CH2:24][C:18]=4[CH:17]=3)[C:7]3[CH:13]=[CH:12][CH:11]=[CH:10][C:8]=3[N:9]=2)[CH2:2][CH2:3][CH2:4]1. (5) Given the reactants [CH:1]([C@H:3]1[CH2:5][C@@:4]1([CH2:12][N:13]([CH3:23])[S:14]([C:17]1[CH:22]=[CH:21][CH:20]=[CH:19][CH:18]=1)(=[O:16])=[O:15])[C:6]1[CH:11]=[CH:10][CH:9]=[CH:8][CH:7]=1)=O.[CH2:24]([N:26]([CH:37]1[CH2:42][CH2:41][NH:40][CH2:39][CH2:38]1)[C:27](=[O:36])[O:28][CH2:29][C:30]1[CH:35]=[CH:34][CH:33]=[CH:32][CH:31]=1)[CH3:25], predict the reaction product. The product is: [CH2:24]([N:26]([CH:37]1[CH2:42][CH2:41][N:40]([CH2:1][C@H:3]2[CH2:5][C@@:4]2([CH2:12][N:13]([CH3:23])[S:14]([C:17]2[CH:22]=[CH:21][CH:20]=[CH:19][CH:18]=2)(=[O:16])=[O:15])[C:6]2[CH:11]=[CH:10][CH:9]=[CH:8][CH:7]=2)[CH2:39][CH2:38]1)[C:27](=[O:36])[O:28][CH2:29][C:30]1[CH:35]=[CH:34][CH:33]=[CH:32][CH:31]=1)[CH3:25]. (6) Given the reactants F[C:2]1[CH:3]=[C:4]([CH:7]=[C:8]([N:10]2[CH2:16][CH2:15][CH2:14][C:13]3[N:17]=[C:18]([C:20]4[CH:25]=[CH:24][CH:23]=[CH:22][N:21]=4)[O:19][C:12]=3[CH2:11]2)[CH:9]=1)[C:5]#[N:6].BrC1C=C(C=CC=1)C#N.C(Cl)Cl, predict the reaction product. The product is: [N:21]1[CH:22]=[CH:23][CH:24]=[CH:25][C:20]=1[C:18]1[O:19][C:12]2[CH2:11][N:10]([C:8]3[CH:7]=[C:4]([CH:3]=[CH:2][CH:9]=3)[C:5]#[N:6])[CH2:16][CH2:15][CH2:14][C:13]=2[N:17]=1. (7) The product is: [Cl:17][C:18]1[N:19]=[C:20]([C:25]([NH:1][CH:2]2[CH2:5][N:4]([C:6]3[S:7][C:8]([C:13]([O:15][CH3:16])=[O:14])=[C:9]([CH2:11][CH3:12])[N:10]=3)[CH2:3]2)=[O:26])[NH:21][C:22]=1[CH2:23][CH3:24]. Given the reactants [NH2:1][CH:2]1[CH2:5][N:4]([C:6]2[S:7][C:8]([C:13]([O:15][CH3:16])=[O:14])=[C:9]([CH2:11][CH3:12])[N:10]=2)[CH2:3]1.[Cl:17][C:18]1[N:19]=[C:20]([C:25](O)=[O:26])[NH:21][C:22]=1[CH2:23][CH3:24].CCN=C=NCCCN(C)C.Cl.ON1C2C=CC=CC=2N=N1.CN1CCOCC1, predict the reaction product.